The task is: Predict the reactants needed to synthesize the given product.. This data is from Retrosynthesis with 50K atom-mapped reactions and 10 reaction types from USPTO. (1) Given the product O=C(O)c1nc(-c2ccccc2)cs1, predict the reactants needed to synthesize it. The reactants are: CCOC(=O)c1nc(-c2ccccc2)cs1. (2) Given the product COC1(C2CC3CC4(CC(C2)N3S(=O)(=O)c2ccc(Cl)cc2)OCCO4)CC1, predict the reactants needed to synthesize it. The reactants are: CI.O=S(=O)(c1ccc(Cl)cc1)N1C2CC(C3(O)CC3)CC1CC1(C2)OCCO1. (3) The reactants are: N#CC1(c2ccccc2)CC1. Given the product NCC1(c2ccccc2)CC1, predict the reactants needed to synthesize it. (4) Given the product CC(C)(C)OC(=O)N1CCC(COc2noc3cccc(OCC4CCC4)c23)CC1, predict the reactants needed to synthesize it. The reactants are: BrCC1CCC1.CC(C)(C)OC(=O)N1CCC(COc2noc3cccc(O)c23)CC1. (5) Given the product COc1cc(C(=O)O)ccc1Nc1ncc2c(n1)N(C1CCCCC1)CC(C)(F)C(=O)N2C, predict the reactants needed to synthesize it. The reactants are: CN1C(=O)C(C)(F)CN(C2CCCCC2)c2nc(Cl)ncc21.COc1cc(C(=O)O)ccc1N.